This data is from Forward reaction prediction with 1.9M reactions from USPTO patents (1976-2016). The task is: Predict the product of the given reaction. Given the reactants [C:1]([O:5][C:6](=[O:29])[NH:7][C@@H:8]1[C@@H:13]([C:14]2[CH:19]=[C:18]([F:20])[CH:17]=[CH:16][C:15]=2[F:21])[CH2:12][CH2:11][N:10](CC2C=CC=CC=2)[CH2:9]1)([CH3:4])([CH3:3])[CH3:2], predict the reaction product. The product is: [C:1]([O:5][C:6](=[O:29])[NH:7][C@@H:8]1[C@@H:13]([C:14]2[CH:19]=[C:18]([F:20])[CH:17]=[CH:16][C:15]=2[F:21])[CH2:12][CH2:11][NH:10][CH2:9]1)([CH3:4])([CH3:2])[CH3:3].